Dataset: Catalyst prediction with 721,799 reactions and 888 catalyst types from USPTO. Task: Predict which catalyst facilitates the given reaction. (1) Reactant: [H-].[Al+3].[Li+].[H-].[H-].[H-].[C:7]([O:11][C:12](=[O:48])[CH2:13][CH:14]([NH:21][S:22]([C:25]1[CH:30]=[CH:29][C:28]([NH:31][C:32](=[O:34])[CH3:33])=[CH:27][C:26]=1[O:35][CH2:36][CH2:37][C:38]1[CH:47]=[CH:46][CH:45]=[C:44]2[C:39]=1[CH:40]=[CH:41][CH:42]=[N:43]2)(=[O:24])=[O:23])[C:15](N(OC)C)=[O:16])([CH3:10])([CH3:9])[CH3:8].[C@H](O)(C([O-])=O)[C@@H](O)C([O-])=O.[Na+].[K+]. Product: [C:7]([O:11][C:12](=[O:48])[CH2:13][CH:14]([NH:21][S:22]([C:25]1[CH:30]=[CH:29][C:28]([NH:31][C:32](=[O:34])[CH3:33])=[CH:27][C:26]=1[O:35][CH2:36][CH2:37][C:38]1[CH:47]=[CH:46][CH:45]=[C:44]2[C:39]=1[CH:40]=[CH:41][CH:42]=[N:43]2)(=[O:24])=[O:23])[CH:15]=[O:16])([CH3:8])([CH3:9])[CH3:10]. The catalyst class is: 332. (2) Reactant: [Cl:1][C:2]1[C:6]([Cl:7])=[C:5]([CH3:8])[NH:4][C:3]=1[C:9]([NH:11][C@@H:12]1[CH2:17][CH2:16][N:15]([C:18]2[S:19][C:20]([C:27]([O:29]CC)=[O:28])=[C:21]([C:23]([NH:25][CH3:26])=[O:24])[N:22]=2)[CH2:14][C@@H:13]1[O:32][CH3:33])=[O:10].[OH-].[Ba+2].[OH-].O.Cl. Product: [Cl:1][C:2]1[C:6]([Cl:7])=[C:5]([CH3:8])[NH:4][C:3]=1[C:9]([NH:11][C@@H:12]1[CH2:17][CH2:16][N:15]([C:18]2[S:19][C:20]([C:27]([OH:29])=[O:28])=[C:21]([C:23]([NH:25][CH3:26])=[O:24])[N:22]=2)[CH2:14][C@@H:13]1[O:32][CH3:33])=[O:10]. The catalyst class is: 5. (3) Reactant: [F:1][C:2]1[CH:7]=[CH:6][C:5]([N+:8]([O-:10])=[O:9])=[CH:4][C:3]=1[CH2:11][C:12]#[N:13].B.C1COCC1. Product: [F:1][C:2]1[CH:7]=[CH:6][C:5]([N+:8]([O-:10])=[O:9])=[CH:4][C:3]=1[CH2:11][CH2:12][NH2:13]. The catalyst class is: 1. (4) Reactant: F[C:2]1[CH:7]=[CH:6][C:5]([F:8])=[CH:4][C:3]=1[N:9]([CH2:17][C:18]1[CH:23]=[CH:22][CH:21]=[C:20]([O:24][C:25]([F:30])([F:29])[CH:26]([F:28])[F:27])[CH:19]=1)[CH2:10][CH:11]([OH:16])[C:12]([F:15])([F:14])[F:13].C([O-])([O-])=O.[K+].[K+]. Product: [F:8][C:5]1[CH:6]=[CH:7][C:2]2[O:16][CH:11]([C:12]([F:13])([F:14])[F:15])[CH2:10][N:9]([CH2:17][C:18]3[CH:23]=[CH:22][CH:21]=[C:20]([O:24][C:25]([F:29])([F:30])[CH:26]([F:27])[F:28])[CH:19]=3)[C:3]=2[CH:4]=1. The catalyst class is: 35. (5) Product: [Cl:1][C:2]1[CH:7]=[CH:6][C:5]([C:8]2[S:9][C:10]([C:14]([NH:16][NH:17][C:22](=[O:23])[C:21]3[CH:25]=[CH:26][C:27]([O:28][CH3:29])=[C:19]([OH:18])[CH:20]=3)=[O:15])=[C:11]([CH3:13])[N:12]=2)=[CH:4][CH:3]=1. The catalyst class is: 17. Reactant: [Cl:1][C:2]1[CH:7]=[CH:6][C:5]([C:8]2[S:9][C:10]([C:14]([NH:16][NH2:17])=[O:15])=[C:11]([CH3:13])[N:12]=2)=[CH:4][CH:3]=1.[OH:18][C:19]1[CH:20]=[C:21]([CH:25]=[CH:26][C:27]=1[O:28][CH3:29])[C:22](Cl)=[O:23]. (6) Reactant: C[O:2][C:3]1[CH:11]=[C:10]2[C:6]([CH:7]=[C:8]([CH3:12])[NH:9]2)=[CH:5][CH:4]=1.Br. Product: [CH3:12][C:8]1[NH:9][C:10]2[C:6]([CH:7]=1)=[CH:5][CH:4]=[C:3]([OH:2])[CH:11]=2. The catalyst class is: 15. (7) Reactant: Cl.[CH3:2][O:3][CH2:4][C:5]1([N:8]2[CH2:13][C:12]3([CH2:18][CH2:17][NH:16][CH2:15][CH2:14]3)[O:11][CH2:10][C:9]2=[O:19])[CH2:7][CH2:6]1.C(N(CC)C(C)C)(C)C.[Br:29][C:30]1[CH:35]=[CH:34][C:33]([S:36](Cl)(=[O:38])=[O:37])=[CH:32][CH:31]=1. Product: [Br:29][C:30]1[CH:35]=[CH:34][C:33]([S:36]([N:16]2[CH2:17][CH2:18][C:12]3([O:11][CH2:10][C:9](=[O:19])[N:8]([C:5]4([CH2:4][O:3][CH3:2])[CH2:7][CH2:6]4)[CH2:13]3)[CH2:14][CH2:15]2)(=[O:38])=[O:37])=[CH:32][CH:31]=1. The catalyst class is: 4. (8) Reactant: [C:1]([O:5][C:6]([N:8]1[CH2:13][CH2:12][CH:11]([C:14]([OH:16])=O)[CH2:10][CH2:9]1)=[O:7])([CH3:4])([CH3:3])[CH3:2].[CH3:17][C:18]1([CH3:26])[O:23][C:22](=[O:24])[CH2:21][C:20](=[O:25])[O:19]1.Cl.CN(C)CCCN=C=NCC.O. Product: [CH3:17][C:18]1([CH3:26])[O:23][C:22](=[O:24])[CH:21]([C:14]([CH:11]2[CH2:10][CH2:9][N:8]([C:6]([O:5][C:1]([CH3:2])([CH3:3])[CH3:4])=[O:7])[CH2:13][CH2:12]2)=[O:16])[C:20](=[O:25])[O:19]1. The catalyst class is: 112. (9) Reactant: [NH2:1][CH2:2][CH:3]1[CH2:6][N:5]([C:7]2[N:12]=[C:11]([NH:13][C@H:14]([C:16]3[CH:21]=[CH:20][C:19]([F:22])=[CH:18][CH:17]=3)[CH3:15])[N:10]=[C:9]([NH:23][C:24]3[CH:29]=[N:28][CH:27]=[CH:26][N:25]=3)[CH:8]=2)[CH2:4]1.[C:30](OC(=O)C)(=[O:32])[CH3:31].N1C=CC=CC=1. Product: [F:22][C:19]1[CH:18]=[CH:17][C:16]([C@@H:14]([NH:13][C:11]2[N:12]=[C:7]([N:5]3[CH2:4][CH:3]([CH2:2][NH:1][C:30](=[O:32])[CH3:31])[CH2:6]3)[CH:8]=[C:9]([NH:23][C:24]3[CH:29]=[N:28][CH:27]=[CH:26][N:25]=3)[N:10]=2)[CH3:15])=[CH:21][CH:20]=1. The catalyst class is: 26. (10) Reactant: [S:1]1[CH:5]=[CH:4][CH:3]=[C:2]1[CH2:6][CH2:7][OH:8].[H-].[Na+].O1CCCC1.Br[CH2:17][CH2:18][CH2:19][CH2:20][CH2:21][CH2:22][CH2:23][CH2:24][CH3:25]. Product: [CH2:17]([O:8][CH2:7][CH2:6][C:2]1[S:1][CH:5]=[CH:4][CH:3]=1)[CH2:18][CH2:19][CH2:20][CH2:21][CH2:22][CH2:23][CH2:24][CH3:25]. The catalyst class is: 46.